From a dataset of Full USPTO retrosynthesis dataset with 1.9M reactions from patents (1976-2016). Predict the reactants needed to synthesize the given product. (1) Given the product [N:13]([CH2:16][C:17]1[C:22]([C:5]#[N:6])=[N:21][C:20]([CH3:24])=[CH:19][CH:18]=1)=[N+:14]=[N-:15], predict the reactants needed to synthesize it. The reactants are: C[Si]([C:5]#[N:6])(C)C.CN(C)C(Cl)=O.[N:13]([CH2:16][C:17]1[CH:18]=[CH:19][C:20]([CH3:24])=[N+:21]([O-])[CH:22]=1)=[N+:14]=[N-:15].C(=O)([O-])O.[Na+]. (2) Given the product [C:4]([O:3][C:1]([NH:2][C:55]1[C:63]2[CH:62]=[CH:61][S:60][C:59]=2[CH:58]=[C:57]([C:64]([O:66][CH2:67][CH3:68])=[O:65])[CH:56]=1)=[O:8])([CH3:7])([CH3:6])[CH3:5], predict the reactants needed to synthesize it. The reactants are: [C:1](=[O:8])([O:3][C:4]([CH3:7])([CH3:6])[CH3:5])[NH2:2].C1(P(C2CCCCC2)C2C=CC=CC=2C2C(C(C)C)=CC(C(C)C)=CC=2C(C)C)CCCCC1.C(=O)([O-])[O-].[Cs+].[Cs+].FC(F)(F)S(O[C:55]1[C:63]2[CH:62]=[CH:61][S:60][C:59]=2[CH:58]=[C:57]([C:64]([O:66][CH2:67][CH3:68])=[O:65])[CH:56]=1)(=O)=O. (3) Given the product [Cl:1][C:2]1[CH:3]=[C:4]([S:10][CH:12]([CH3:20])[C:13](=[O:19])[CH2:14][C:15]([O:17][CH3:18])=[O:16])[CH:5]=[C:6]([O:8][CH3:9])[CH:7]=1, predict the reactants needed to synthesize it. The reactants are: [Cl:1][C:2]1[CH:3]=[C:4]([SH:10])[CH:5]=[C:6]([O:8][CH3:9])[CH:7]=1.Br[CH:12]([CH3:20])[C:13](=[O:19])[CH2:14][C:15]([O:17][CH3:18])=[O:16].C([O-])([O-])=O.[K+].[K+]. (4) Given the product [CH:1]1[C:10]2[C:5](=[CH:6][CH:7]=[CH:8][CH:9]=2)[C:15]([C:16]([OH:13])=[O:17])=[CH:3][N:2]=1, predict the reactants needed to synthesize it. The reactants are: [CH:1]1[C:10]2[C:5](=[CH:6][CH:7]=[CH:8][CH:9]=2)C(C#N)=[CH:3][N:2]=1.[OH-:13].[K+].[CH3:15][CH2:16][OH:17]. (5) The reactants are: [Br:1][C:2]1[CH:15]=[CH:14][C:5]([C:6]([NH:8][CH2:9][Si:10]([CH3:13])([CH3:12])[CH3:11])=O)=[CH:4][C:3]=1[Cl:16].COC1C=CC(P2(=S)SP(=S)(C3C=CC(OC)=CC=3)[S:26]2)=CC=1. Given the product [Br:1][C:2]1[CH:15]=[CH:14][C:5]([C:6]([NH:8][CH2:9][Si:10]([CH3:13])([CH3:12])[CH3:11])=[S:26])=[CH:4][C:3]=1[Cl:16], predict the reactants needed to synthesize it. (6) Given the product [OH2:26].[ClH:1].[Cl:10][C:11]1[CH:30]=[CH:29][C:14]([NH:15][C:16]2[C:25]3[C:20](=[CH:21][C:22]([O:28][CH2:2][CH2:3][CH2:4][N:5]4[CH2:9][CH2:8][CH2:7][CH2:6]4)=[C:23]([O:26][CH3:27])[CH:24]=3)[N:19]=[CH:18][N:17]=2)=[C:13]([F:31])[CH:12]=1, predict the reactants needed to synthesize it. The reactants are: [Cl:1][CH2:2][CH2:3][CH2:4][N:5]1[CH2:9][CH2:8][CH2:7][CH2:6]1.[Cl:10][C:11]1[CH:30]=[CH:29][C:14]([NH:15][C:16]2[C:25]3[C:20](=[CH:21][C:22]([OH:28])=[C:23]([O:26][CH3:27])[CH:24]=3)[N:19]=[CH:18][N:17]=2)=[C:13]([F:31])[CH:12]=1.C(=O)([O-])[O-].[K+].[K+]. (7) The reactants are: [CH:1]1([CH2:4][O:5][C:6]2[N:11]=[C:10]([C:12]([OH:14])=O)[CH:9]=[CH:8][C:7]=2[N:15]2[CH2:18][C:17]([F:20])([F:19])[CH2:16]2)[CH2:3][CH2:2]1.Cl.[NH2:22][C:23]([CH3:31])([CH3:30])[CH2:24][C:25]([O:27][CH2:28][CH3:29])=[O:26].CN(C(ON1N=NC2C=CC=CC1=2)=[N+](C)C)C.[B-](F)(F)(F)F.CCN(C(C)C)C(C)C. Given the product [CH2:28]([O:27][C:25](=[O:26])[CH2:24][C:23]([NH:22][C:12]([C:10]1[CH:9]=[CH:8][C:7]([N:15]2[CH2:18][C:17]([F:20])([F:19])[CH2:16]2)=[C:6]([O:5][CH2:4][CH:1]2[CH2:2][CH2:3]2)[N:11]=1)=[O:14])([CH3:31])[CH3:30])[CH3:29], predict the reactants needed to synthesize it.